Dataset: Catalyst prediction with 721,799 reactions and 888 catalyst types from USPTO. Task: Predict which catalyst facilitates the given reaction. (1) Reactant: [C:1]([O:5][C:6](=[O:22])[NH:7][C:8]1[CH:13]=[CH:12][C:11]([C:14]2[CH:18]=[CH:17][O:16][CH:15]=2)=[CH:10][C:9]=1[N+:19]([O-])=O)([CH3:4])([CH3:3])[CH3:2]. Product: [C:1]([O:5][C:6](=[O:22])[NH:7][C:8]1[CH:13]=[CH:12][C:11]([C:14]2[CH:18]=[CH:17][O:16][CH:15]=2)=[CH:10][C:9]=1[NH2:19])([CH3:4])([CH3:2])[CH3:3]. The catalyst class is: 181. (2) Reactant: Br[C:2]1[CH:3]=[C:4]([N+:20]([O-:22])=[O:21])[C:5]([O:12][CH2:13][CH2:14][CH2:15][C:16]([F:19])([F:18])[F:17])=[C:6]([CH2:8]/[CH:9]=[CH:10]/[CH3:11])[CH:7]=1.P([O-])([O-])([O-])=O.[K+].[K+].[K+].O.[CH2:32](O)[CH3:33]. Product: [CH2:8]([C:6]1[CH:7]=[C:2]([CH:32]=[CH2:33])[CH:3]=[C:4]([N+:20]([O-:22])=[O:21])[C:5]=1[O:12][CH2:13][CH2:14][CH2:15][C:16]([F:19])([F:18])[F:17])/[CH:9]=[CH:10]/[CH3:11]. The catalyst class is: 109.